Dataset: Forward reaction prediction with 1.9M reactions from USPTO patents (1976-2016). Task: Predict the product of the given reaction. (1) Given the reactants [NH2:1][C@H:2]([C:7]([OH:9])=[O:8])[CH2:3][CH2:4]SC.N[C@H](C(O)=O)C[C:13]1[N:17]=[CH:16][NH:15]C=1.[NH2:21][C@H](C(O)=O)CC1C=CC=CC=1.N[C@H](C(O)=O)[C@H](CC)C.N[C@H](C(O)=O)[C@@H](C)O.N[C@H](C(O)=O)CC(C)C.N[C@H](C(O)=O)CC1C2C(=CC=CC=2)NC=1.N[C@H](C(O)=O)CCCCN.N[C@H](C(O)=O)C(C)C, predict the reaction product. The product is: [NH2:1][C@H:2]([C:7]([OH:9])=[O:8])[CH2:3][CH2:4][CH2:13][NH:17][C:16](=[NH:21])[NH2:15]. (2) Given the reactants [Cl:1][C:2]1[CH:3]=[C:4]2[C:8](=[CH:9][CH:10]=1)[NH:7][CH:6]=[C:5]2[CH2:11][N:12]1[C:20]([C:21]2[N:25]([CH3:26])[CH:24]=[C:23]([C:27](O)=[O:28])[CH:22]=2)=[C:19]2[C:14]([N:15]([CH2:33][CH:34]([CH3:36])[CH3:35])[C:16](=[O:32])[N:17]([CH3:31])[C:18]2=[O:30])=[N:13]1.[N:37]1([CH2:43][CH2:44][NH2:45])[CH2:42][CH2:41][O:40][CH2:39][CH2:38]1.C(P(=O)(OCC)OCC)#N, predict the reaction product. The product is: [Cl:1][C:2]1[CH:3]=[C:4]2[C:8](=[CH:9][CH:10]=1)[NH:7][CH:6]=[C:5]2[CH2:11][N:12]1[C:20]([C:21]2[N:25]([CH3:26])[CH:24]=[C:23]([C:27]([NH:45][CH2:44][CH2:43][N:37]3[CH2:42][CH2:41][O:40][CH2:39][CH2:38]3)=[O:28])[CH:22]=2)=[C:19]2[C:14]([N:15]([CH2:33][CH:34]([CH3:35])[CH3:36])[C:16](=[O:32])[N:17]([CH3:31])[C:18]2=[O:30])=[N:13]1. (3) Given the reactants [Si:1]([O:8][C@@H:9]1[C@@:29]2([CH3:30])[C:13](=[CH:14][CH:15]=[C:16]3[C@@H:28]2[CH2:27][CH2:26][C@@:25]2([CH3:31])[C@H:17]3[CH2:18][CH:19]=[C:20]2[C:21]([OH:24])([CH3:23])[CH3:22])[CH2:12][C@@H:11]([O:32][Si:33]([C:36]([CH3:39])([CH3:38])[CH3:37])([CH3:35])[CH3:34])[CH2:10]1)([C:4]([CH3:7])([CH3:6])[CH3:5])([CH3:3])[CH3:2].[H-].[K+].C1OCCOC2C(=CC=CC=2)OCCOCCOC2C(=CC=CC=2)OC1.[O:68]1[C:70]([CH2:73][CH3:74])([CH2:71][CH3:72])[CH2:69]1, predict the reaction product. The product is: [Si:1]([O:8][C@@H:9]1[C@@:29]2([CH3:30])[C:13](=[CH:14][CH:15]=[C:16]3[C@@H:28]2[CH2:27][CH2:26][C@@:25]2([CH3:31])[C@H:17]3[CH2:18][CH:19]=[C:20]2[C:21]([O:24][CH2:69][C:70]([CH2:73][CH3:74])([OH:68])[CH2:71][CH3:72])([CH3:23])[CH3:22])[CH2:12][C@@H:11]([O:32][Si:33]([C:36]([CH3:39])([CH3:38])[CH3:37])([CH3:34])[CH3:35])[CH2:10]1)([C:4]([CH3:7])([CH3:6])[CH3:5])([CH3:3])[CH3:2].[Si:1]([O:8][C@@H:9]1[C@@:29]2([CH3:30])[C:13](=[CH:14][CH:15]=[C:16]3[C@@H:28]2[CH2:27][CH2:26][C@@:25]2([CH3:31])[C@H:17]3[CH2:18][CH:19]=[C:20]2[C:21]([OH:24])([CH3:23])[CH3:22])[CH2:12][C@@H:11]([O:32][Si:33]([C:36]([CH3:39])([CH3:38])[CH3:37])([CH3:34])[CH3:35])[CH2:10]1)([C:4]([CH3:7])([CH3:6])[CH3:5])([CH3:3])[CH3:2]. (4) Given the reactants Cl[CH2:2][C:3]1[O:4][C:5]2[C:11]([O:12][CH3:13])=[C:10]([O:14][CH3:15])[C:9]([O:16][CH3:17])=[CH:8][C:6]=2[N:7]=1.[NH:18]1[CH2:23][CH2:22][NH:21][CH2:20][CH2:19]1, predict the reaction product. The product is: [CH3:17][O:16][C:9]1[C:10]([O:14][CH3:15])=[C:11]([O:12][CH3:13])[C:5]2[O:4][C:3]([CH2:2][N:18]3[CH2:23][CH2:22][N:21]([CH2:2][C:3]4[O:4][C:5]5[C:11]([O:12][CH3:13])=[C:10]([O:14][CH3:15])[C:9]([O:16][CH3:17])=[CH:8][C:6]=5[N:7]=4)[CH2:20][CH2:19]3)=[N:7][C:6]=2[CH:8]=1. (5) The product is: [CH:1]1([NH:4][C:5]([NH:7][C:8]2[CH:13]=[CH:12][C:11]([CH3:14])=[C:10]([C:25]3[C:30](=[O:31])[N:29]([CH3:32])[C:28]4[N:33]([C:36]5[C:41]([F:42])=[CH:40][CH:39]=[CH:38][C:37]=5[F:43])[N:34]=[CH:35][C:27]=4[CH:26]=3)[CH:9]=2)=[O:6])[CH2:2][CH2:3]1. Given the reactants [CH:1]1([NH:4][C:5]([NH:7][C:8]2[CH:13]=[CH:12][C:11]([CH3:14])=[C:10](B3OC(C)(C)C(C)(C)O3)[CH:9]=2)=[O:6])[CH2:3][CH2:2]1.Br[C:25]1[C:30](=[O:31])[N:29]([CH3:32])[C:28]2[N:33]([C:36]3[C:41]([F:42])=[CH:40][CH:39]=[CH:38][C:37]=3[F:43])[N:34]=[CH:35][C:27]=2[CH:26]=1, predict the reaction product. (6) Given the reactants ClC1C=CC([CH:8]2[C:13]([C:14]3[CH:15]=[CH:16][C:17]4[O:22][CH2:21][C:20](=[O:23])[NH:19][C:18]=4[CH:24]=3)=[N:12][C:11]3[CH:25]=[CH:26][CH:27]=[CH:28][C:10]=3[S:9]2)=CC=1.BrC([C:44]1[CH:49]=[CH:48][CH:47]=[C:46]([Cl:50])[CH:45]=1)C(C1C=CC2OCC(=O)NC=2C=1)=O, predict the reaction product. The product is: [Cl:50][C:46]1[CH:45]=[C:44]([CH:8]2[C:13]([C:14]3[CH:15]=[CH:16][C:17]4[O:22][CH2:21][C:20](=[O:23])[NH:19][C:18]=4[CH:24]=3)=[N:12][C:11]3[CH:25]=[CH:26][CH:27]=[CH:28][C:10]=3[S:9]2)[CH:49]=[CH:48][CH:47]=1. (7) Given the reactants [CH:1]1[CH:6]=[CH:5][C:4]([CH2:7][CH2:8][C:9](Cl)=[O:10])=[CH:3][CH:2]=1.Cl.[CH3:13][N:14]1[CH2:19][CH2:18][N:17]([C:20]2[CH:25]=[C:24]([C:26]3[CH:35]=[C:34]4[C:29]([CH2:30][CH2:31][NH:32][CH2:33]4)=[CH:28][CH:27]=3)[N:23]=[C:22]([NH2:36])[N:21]=2)[CH2:16][CH2:15]1, predict the reaction product. The product is: [CH3:13][N:14]1[CH2:15][CH2:16][N:17]([C:20]2[CH:25]=[C:24]([C:26]3[CH:35]=[C:34]4[C:29]([CH2:30][CH2:31][N:32]([C:9](=[O:10])[CH2:8][CH2:7][C:4]5[CH:5]=[CH:6][CH:1]=[CH:2][CH:3]=5)[CH2:33]4)=[CH:28][CH:27]=3)[N:23]=[C:22]([NH2:36])[N:21]=2)[CH2:18][CH2:19]1.